This data is from Full USPTO retrosynthesis dataset with 1.9M reactions from patents (1976-2016). The task is: Predict the reactants needed to synthesize the given product. (1) Given the product [C:14]([O:18][C:19]([N:21]1[CH2:26][CH2:25][CH:24]([CH:27]2[O:45][C:30]3=[CH:31][N:32]=[C:33]([C:35]4[CH:40]=[CH:39][C:38]([C:41]#[N:42])=[CH:37][C:36]=4[F:44])[CH:34]=[C:29]3[CH2:28]2)[CH2:23][CH2:22]1)=[O:20])([CH3:17])([CH3:15])[CH3:16], predict the reactants needed to synthesize it. The reactants are: FC(F)(F)C(OC(=O)C(F)(F)F)=O.[C:14]([O:18][C:19]([N:21]1[CH2:26][CH2:25][CH:24]([CH:27]2[O:45][C:30]3=[CH:31][N:32]=[C:33]([C:35]4[CH:40]=[CH:39][C:38]([C:41](=O)[NH2:42])=[CH:37][C:36]=4[F:44])[CH:34]=[C:29]3[CH2:28]2)[CH2:23][CH2:22]1)=[O:20])([CH3:17])([CH3:16])[CH3:15].C(N(CC)CC)C.C([O-])(O)=O.[Na+]. (2) Given the product [CH3:38][O:37][C:33]1[CH:32]=[C:31]([CH:36]=[CH:35][CH:34]=1)[CH2:30][N:20]1[N:19]=[C:18]([C:10]2[C:11]3[C:16](=[CH:15][CH:14]=[C:13]([F:17])[CH:12]=3)[N:8]([CH2:7][C:6]([OH:40])=[O:5])[C:9]=2[CH3:39])[C:23]2[CH:24]=[CH:25][CH:26]=[CH:27][C:22]=2[S:21]1(=[O:29])=[O:28], predict the reactants needed to synthesize it. The reactants are: C([O:5][C:6](=[O:40])[CH2:7][N:8]1[C:16]2[C:11](=[CH:12][C:13]([F:17])=[CH:14][CH:15]=2)[C:10]([C:18]2[C:23]3[CH:24]=[CH:25][CH:26]=[CH:27][C:22]=3[S:21](=[O:29])(=[O:28])[N:20]([CH2:30][C:31]3[CH:36]=[CH:35][CH:34]=[C:33]([O:37][CH3:38])[CH:32]=3)[N:19]=2)=[C:9]1[CH3:39])(C)(C)C.C(O)(C(F)(F)F)=O. (3) Given the product [C:1]([O:5][C:6]([C@@H:8]1[CH2:12][CH2:11][CH:10]([OH:13])[N:9]1[C:14]([O:16][C:17]([CH3:20])([CH3:19])[CH3:18])=[O:15])=[O:7])([CH3:4])([CH3:3])[CH3:2], predict the reactants needed to synthesize it. The reactants are: [C:1]([O:5][C:6]([C@@H:8]1[CH2:12][CH2:11][C:10](=[O:13])[N:9]1[C:14]([O:16][C:17]([CH3:20])([CH3:19])[CH3:18])=[O:15])=[O:7])([CH3:4])([CH3:3])[CH3:2].CC(C[AlH]CC(C)C)C. (4) The reactants are: Br[C:2]1[C:3]([O:15][CH3:16])=[C:4]([C:13]#[N:14])[C:5](=[O:12])[N:6]([CH:8]([CH2:10][CH3:11])[CH3:9])[CH:7]=1.[CH3:17][N:18]1[CH:22]=[CH:21][C:20](B2OC(C)(C)C(C)(C)O2)=[N:19]1.C(=O)([O-])[O-].[Na+].[Na+].COCCOC. Given the product [CH:8]([N:6]1[CH:7]=[C:2]([C:20]2[CH:21]=[CH:22][N:18]([CH3:17])[N:19]=2)[C:3]([O:15][CH3:16])=[C:4]([C:13]#[N:14])[C:5]1=[O:12])([CH2:10][CH3:11])[CH3:9], predict the reactants needed to synthesize it. (5) Given the product [OH:1][C:2]1[CH:3]=[C:4]2[C:9](=[CH:10][C:11]=1[CH2:12][CH:13]([CH3:14])[CH3:15])[NH:8][C:7](=[O:16])[CH2:6][CH2:5]2, predict the reactants needed to synthesize it. The reactants are: [OH:1][C:2]1[CH:3]=[C:4]2[C:9](=[CH:10][C:11]=1[CH2:12][C:13]([CH3:15])=[CH2:14])[NH:8][C:7](=[O:16])[CH2:6][CH2:5]2. (6) Given the product [CH3:4][C:5]1[N:14]=[CH:13][C:12]2[CH2:11][CH2:10][CH:9]3[CH:15]([CH3:22])[C:16](=[O:20])[CH:17]([C:18]#[N:19])[CH2:21][C:8]3([C:23]3[CH:24]=[CH:25][CH:26]=[CH:27][CH:28]=3)[C:7]=2[N:6]=1, predict the reactants needed to synthesize it. The reactants are: C[O-].[Na+].[CH3:4][C:5]1[N:14]=[CH:13][C:12]2[CH2:11][CH2:10][CH:9]3[CH:15]([CH3:22])[C:16]4[O:20][N:19]=[CH:18][C:17]=4[CH2:21][C:8]3([C:23]3[CH:28]=[CH:27][CH:26]=[CH:25][CH:24]=3)[C:7]=2[N:6]=1. (7) Given the product [CH3:1][O:2][C:3]1[CH:9]=[CH:8][C:7]([N+:10]([O-:12])=[O:11])=[CH:6][C:4]=1[NH:5][C:13](=[O:15])[CH3:14], predict the reactants needed to synthesize it. The reactants are: [CH3:1][O:2][C:3]1[CH:9]=[CH:8][C:7]([N+:10]([O-:12])=[O:11])=[CH:6][C:4]=1[NH2:5].[C:13](OC(=O)C)(=[O:15])[CH3:14].C(O)(=O)C.C1(C)C=CC=CC=1. (8) Given the product [F:42][C:43]1[CH:60]=[CH:59][C:58]([F:61])=[CH:57][C:44]=1[CH2:45][O:46][C:47]1[CH:48]=[C:49]2[C:53](=[CH:54][CH:55]=1)[NH:52][N:51]=[C:50]2[NH:56][C:13](=[O:15])[C:12]1[CH:16]=[CH:17][C:9]([N:6]2[CH2:7][CH2:8][N:3]([CH3:2])[CH2:4][CH2:5]2)=[CH:10][C:11]=1[NH:18][CH:25]1[CH2:26][CH2:27][O:28][CH2:29][CH2:30]1, predict the reactants needed to synthesize it. The reactants are: Cl.[CH3:2][N:3]1[CH2:8][CH2:7][N:6]([C:9]2[CH:17]=[CH:16][C:12]([C:13]([OH:15])=O)=[C:11]([N:18]([CH:25]3[CH2:30][CH2:29][O:28][CH2:27][CH2:26]3)C(=O)C(F)(F)F)[CH:10]=2)[CH2:5][CH2:4]1.CN(C=O)C.C(Cl)(=O)C(Cl)=O.[F:42][C:43]1[CH:60]=[CH:59][C:58]([F:61])=[CH:57][C:44]=1[CH2:45][O:46][C:47]1[CH:48]=[C:49]2[C:53](=[CH:54][CH:55]=1)[NH:52][N:51]=[C:50]2[NH2:56]. (9) The reactants are: [Cl:1][C:2]1[S:6][C:5]([N:7](CC2C=CC(OC)=CC=2OC)[S:8]([C:11]2[CH:16]=[CH:15][C:14]([O:17][C:18]3[CH:23]=[CH:22][C:21]([F:24])=[CH:20][C:19]=3I)=[C:13]([C:26]#[N:27])[CH:12]=2)(=[O:10])=[O:9])=[N:4][CH:3]=1.[NH2:39][C:40]1[CH:45]=[CH:44][C:43](B2OC(C)(C)C(C)(C)O2)=[CH:42][N:41]=1.C(=O)([O-])[O-].[Cs+].[Cs+]. Given the product [NH2:39][C:40]1[N:41]=[CH:42][C:43]([C:19]2[CH:20]=[C:21]([F:24])[CH:22]=[CH:23][C:18]=2[O:17][C:14]2[CH:15]=[CH:16][C:11]([S:8]([NH:7][C:5]3[S:6][C:2]([Cl:1])=[CH:3][N:4]=3)(=[O:9])=[O:10])=[CH:12][C:13]=2[C:26]#[N:27])=[CH:44][CH:45]=1, predict the reactants needed to synthesize it.